Predict which catalyst facilitates the given reaction. From a dataset of Catalyst prediction with 721,799 reactions and 888 catalyst types from USPTO. (1) Reactant: C(S[C:5]1[CH:6]=[C:7]2[C:11](=[CH:12][CH:13]=1)[NH:10][N:9]=[C:8]2[NH:14][C:15]1[S:16][CH:17]=[CH:18][N:19]=1)(C)C.O[O:21][S:22]([O-:24])=O.[K+].O1C[CH2:29][CH2:28][CH2:27]1. Product: [CH:28]([S:22]([C:5]1[CH:6]=[C:7]2[C:11](=[CH:12][CH:13]=1)[NH:10][N:9]=[C:8]2[NH:14][C:15]1[S:16][CH:17]=[CH:18][N:19]=1)(=[O:24])=[O:21])([CH3:29])[CH3:27]. The catalyst class is: 815. (2) Reactant: Cl.[Cl:2][C:3]1[CH:4]=[C:5]([N:9]2[C:13]([CH2:14][NH2:15])=[CH:12][C:11]([C:16]([F:19])([F:18])[F:17])=[N:10]2)[CH:6]=[CH:7][CH:8]=1.[F:20][C:21]1[CH:22]=[C:23]([NH:32][C:33](=O)[O:34]C2C=CC=CC=2)[CH:24]=[CH:25][C:26]=1[C:27]1([OH:31])[CH2:30][O:29][CH2:28]1. Product: [Cl:2][C:3]1[CH:4]=[C:5]([N:9]2[C:13]([CH2:14][NH:15][C:33]([NH:32][C:23]3[CH:24]=[CH:25][C:26]([C:27]4([OH:31])[CH2:30][O:29][CH2:28]4)=[C:21]([F:20])[CH:22]=3)=[O:34])=[CH:12][C:11]([C:16]([F:17])([F:18])[F:19])=[N:10]2)[CH:6]=[CH:7][CH:8]=1. The catalyst class is: 2. (3) Reactant: [Br:1][C:2]1[C:3]([NH:12][C:13](=[O:15])[CH3:14])=[C:4]([CH2:9][CH2:10][CH3:11])[C:5]([CH3:8])=[N:6][CH:7]=1.C1C=C(Cl)C=C(C(OO)=[O:24])C=1.C(Cl)Cl. Product: [Br:1][C:2]1[C:3]([NH:12][C:13](=[O:15])[CH3:14])=[C:4]([CH2:9][CH2:10][CH3:11])[C:5]([CH2:8][OH:24])=[N:6][CH:7]=1. The catalyst class is: 22. (4) Reactant: [Br:1]Br.[CH3:3][C:4]1[CH:9]=[CH:8][CH:7]=[CH:6][C:5]=1[N:10]1[C:14]([NH2:15])=[CH:13][CH:12]=[N:11]1.O.[OH-].[K+]. Product: [Br:1][C:13]1[CH:12]=[N:11][N:10]([C:5]2[CH:6]=[CH:7][CH:8]=[CH:9][C:4]=2[CH3:3])[C:14]=1[NH2:15]. The catalyst class is: 15. (5) Reactant: [H-].[Na+].[Br:3][C:4]1[C:5](=[O:21])[NH:6][C:7]([CH3:20])=[CH:8][C:9]=1[O:10][CH2:11][C:12]1[CH:17]=[CH:16][C:15]([F:18])=[CH:14][C:13]=1[F:19].CS(O[CH2:27][C:28]1[CH:32]=[C:31]([C:33]([O:35][CH2:36][CH3:37])=[O:34])[N:30]([CH:38]2[CH2:43][CH2:42][CH2:41][CH2:40][O:39]2)[N:29]=1)(=O)=O.C([O-])(O)=O.[Na+]. Product: [Br:3][C:4]1[C:5](=[O:21])[N:6]([CH2:27][C:28]2[CH:32]=[C:31]([C:33]([O:35][CH2:36][CH3:37])=[O:34])[N:30]([CH:38]3[CH2:43][CH2:42][CH2:41][CH2:40][O:39]3)[N:29]=2)[C:7]([CH3:20])=[CH:8][C:9]=1[O:10][CH2:11][C:12]1[CH:17]=[CH:16][C:15]([F:18])=[CH:14][C:13]=1[F:19]. The catalyst class is: 7. (6) Product: [CH:1]1([C:7]2[C:16]3[CH:15]=[N:14][CH:13]=[CH:12][C:11]=3[C:10]([S:17]([N:14]3[CH2:15][CH2:24][NH:22][CH2:23][CH:13]3[CH3:12])(=[O:18])=[O:20])=[CH:9][CH:8]=2)[CH2:6][CH2:5][CH2:4][CH2:3][CH2:2]1. The catalyst class is: 309. Reactant: [CH:1]1([C:7]2[C:16]3[CH:15]=[N:14][CH:13]=[CH:12][C:11]=3[C:10]([S:17]([OH:20])(=O)=[O:18])=[CH:9][CH:8]=2)[CH2:6][CH2:5][CH2:4][CH2:3][CH2:2]1.C[N:22]([CH:24]=O)[CH3:23].